From a dataset of Full USPTO retrosynthesis dataset with 1.9M reactions from patents (1976-2016). Predict the reactants needed to synthesize the given product. (1) Given the product [Br:1][C:2]1[CH:3]=[C:4]([N+:11]([O-:13])=[O:12])[C:5]([CH:9]=[O:18])=[C:6]([F:8])[CH:7]=1, predict the reactants needed to synthesize it. The reactants are: [Br:1][C:2]1[CH:3]=[C:4]([N+:11]([O-:13])=[O:12])[C:5]([CH2:9]Br)=[C:6]([F:8])[CH:7]=1.C[N+]1([O-])CC[O:18]CC1. (2) Given the product [CH2:35]([O:34][C:32]1[CH:31]=[C:11]([CH:10]=[C:9]([O:8][CH2:1][C:2]2[CH:3]=[CH:4][CH:5]=[CH:6][CH:7]=2)[CH:33]=1)[C:12]([NH:14][C:15]1[N:20]=[CH:19][C:18]([NH:21][C:22](=[O:30])[C:23]([OH:26])([CH3:25])[CH3:24])=[CH:17][CH:16]=1)=[O:13])[C:36]1[CH:41]=[CH:40][CH:39]=[CH:38][CH:37]=1, predict the reactants needed to synthesize it. The reactants are: [CH2:1]([O:8][C:9]1[CH:10]=[C:11]([CH:31]=[C:32]([O:34][CH2:35][C:36]2[CH:41]=[CH:40][CH:39]=[CH:38][CH:37]=2)[CH:33]=1)[C:12]([NH:14][C:15]1[N:20]=[CH:19][C:18]([NH:21][C:22](=[O:30])[C:23]([O:26]C(=O)C)([CH3:25])[CH3:24])=[CH:17][CH:16]=1)=[O:13])[C:2]1[CH:7]=[CH:6][CH:5]=[CH:4][CH:3]=1.O[Li].O. (3) Given the product [NH2:1][C:2]1[N:6]([C:7]2[CH:12]=[CH:11][CH:10]=[CH:9][CH:8]=2)[N:5]=[C:4]2[C:13](=[O:14])[N:19]([CH3:20])[CH2:18][C:3]=12, predict the reactants needed to synthesize it. The reactants are: [NH2:1][C:2]1[N:6]([C:7]2[CH:12]=[CH:11][CH:10]=[CH:9][CH:8]=2)[N:5]=[C:4]([C:13](OCC)=[O:14])[C:3]=1[CH2:18][NH:19][CH3:20].[OH-].[Na+].CCN(CC)CC.CCN=C=NCCCN(C)C.C1C=CC2N(O)N=NC=2C=1. (4) Given the product [C:1]([O:5][C:6](=[O:26])[CH2:7][C:8]1[CH:9]=[CH:10][C:11]([NH:14][C:15]([C:17]2[CH:25]=[C:24]3[C:20]([CH:21]=[CH:22][N:23]3[S:37]([C:35]3[CH:36]=[C:31]([Cl:30])[CH:32]=[CH:33][C:34]=3[O:41][CH3:42])(=[O:38])=[O:39])=[CH:19][CH:18]=2)=[O:16])=[CH:12][CH:13]=1)([CH3:4])([CH3:2])[CH3:3], predict the reactants needed to synthesize it. The reactants are: [C:1]([O:5][C:6](=[O:26])[CH2:7][C:8]1[CH:13]=[CH:12][C:11]([NH:14][C:15]([C:17]2[CH:25]=[C:24]3[C:20]([CH:21]=[CH:22][NH:23]3)=[CH:19][CH:18]=2)=[O:16])=[CH:10][CH:9]=1)([CH3:4])([CH3:3])[CH3:2].[OH-].[Na+].O.[Cl:30][C:31]1[CH:32]=[CH:33][C:34]([O:41][CH3:42])=[C:35]([S:37](Cl)(=[O:39])=[O:38])[CH:36]=1. (5) Given the product [O:1]1[CH2:2][CH2:3][CH:4]([CH2:7][N:8]2[C:16]3[C:11](=[CH:12][C:13]([C:17]([NH2:31])=[O:18])=[CH:14][CH:15]=3)[C:10]([C:20]([CH:22]3[C:23]([CH3:27])([CH3:28])[C:24]3([CH3:25])[CH3:26])=[O:21])=[CH:9]2)[CH2:5][CH2:6]1, predict the reactants needed to synthesize it. The reactants are: [O:1]1[CH2:6][CH2:5][CH:4]([CH2:7][N:8]2[C:16]3[C:11](=[CH:12][C:13]([C:17](O)=[O:18])=[CH:14][CH:15]=3)[C:10]([C:20]([CH:22]3[C:24]([CH3:26])([CH3:25])[C:23]3([CH3:28])[CH3:27])=[O:21])=[CH:9]2)[CH2:3][CH2:2]1.C(N1C=CN=C1)([N:31]1C=CN=C1)=O.[NH4+].[OH-].